The task is: Predict the reactants needed to synthesize the given product.. This data is from Full USPTO retrosynthesis dataset with 1.9M reactions from patents (1976-2016). (1) Given the product [CH2:1]1[O:22][CH2:21][CH2:20][O:19][CH2:18][CH2:17][O:16][C:15]2[C:10](=[CH:11][CH:12]=[CH:13][CH:14]=2)[O:9][CH2:8][CH2:7][O:6][CH2:5][CH2:4][O:3][CH2:2]1, predict the reactants needed to synthesize it. The reactants are: [CH2:1]1[O:22][CH2:21][CH2:20][O:19][CH2:18][CH2:17][O:16][C:15]2[C:10](=[C:11](N)[CH:12]=[CH:13][CH:14]=2)[O:9][CH2:8][CH2:7][O:6][CH2:5][CH2:4][O:3][CH2:2]1.C(=O)(O)[O-].[Na+].CC(C)=O. (2) Given the product [Cl:1][C:2]1[CH:3]=[C:4]([C@H:9]2[O:23][C:13](=[O:22])[N:12]([CH2:35][C:36]3[CH:41]=[C:40]([C:42]([F:43])([F:44])[F:45])[CH:39]=[CH:38][C:37]=3[C:46]3[CH:47]=[C:48]([C:54]4[CH:59]=[CH:58][C:57]([C:60]([OH:62])=[O:61])=[CH:56][C:55]=4[CH3:64])[CH:49]=[CH:50][C:51]=3[O:52][CH3:53])[C@H:10]2[CH3:11])[CH:5]=[CH:6][C:7]=1[F:8], predict the reactants needed to synthesize it. The reactants are: [Cl:1][C:2]1[CH:3]=[C:4]([C@@H:9]([OH:23])[C@@H:10]([NH:12][C:13](=[O:22])OCC2C=CC=CC=2)[CH3:11])[CH:5]=[CH:6][C:7]=1[F:8].C[Si]([N-][Si](C)(C)C)(C)C.[Na+].Br[CH2:35][C:36]1[CH:41]=[C:40]([C:42]([F:45])([F:44])[F:43])[CH:39]=[CH:38][C:37]=1[C:46]1[CH:47]=[C:48]([C:54]2[CH:59]=[CH:58][C:57]([C:60]([O:62]C)=[O:61])=[CH:56][C:55]=2[CH3:64])[CH:49]=[CH:50][C:51]=1[O:52][CH3:53].[OH-].[Na+].Cl. (3) Given the product [Cl:4][CH2:1][CH2:2][CH2:3][Si:8]([O:12][CH2:13][CH3:14])([O:9][CH2:10][CH3:11])[O:7][CH2:5][CH3:6], predict the reactants needed to synthesize it. The reactants are: [CH2:1]([Cl:4])[CH:2]=[CH2:3].[CH2:5]([O:7][SiH:8]([O:12][CH2:13][CH3:14])[O:9][CH2:10][CH3:11])[CH3:6]. (4) The reactants are: C(C1(C2C=CC=CC=2)NC(=O)NC1=O)C.BrCC(C1C=CC([N+]([O-])=O)=CC=1)=O.[CH2:29]([C:31]1([C:50]2[CH:55]=[CH:54][CH:53]=[CH:52][CH:51]=2)[NH:35][C:34](=[O:36])[N:33]([CH2:37][C:38]([C:40]2[CH:45]=[CH:44][C:43]([N+:46]([O-])=O)=[CH:42][CH:41]=2)=[O:39])[C:32]1=[O:49])[CH3:30].O.O.Cl[Sn]Cl. Given the product [NH2:46][C:43]1[CH:44]=[CH:45][C:40]([C:38](=[O:39])[CH2:37][N:33]2[C:32](=[O:49])[C:31]([CH2:29][CH3:30])([C:50]3[CH:55]=[CH:54][CH:53]=[CH:52][CH:51]=3)[NH:35][C:34]2=[O:36])=[CH:41][CH:42]=1, predict the reactants needed to synthesize it. (5) Given the product [NH2:38][CH2:37][CH:34]1[CH2:35][CH2:36][C:31]([CH2:30][C:29]([NH:28][C@H:14]2[CH2:13][C:9]3[CH:10]=[CH:11][CH:12]=[C:7]([C:6]([OH:5])=[O:53])[C:8]=3[O:51][B:15]2[OH:16])=[O:50])([CH2:46][N+:47]([O-:49])=[O:48])[CH2:32][CH2:33]1, predict the reactants needed to synthesize it. The reactants are: C([O:5][C:6](=[O:53])[C:7]1[CH:12]=[CH:11][CH:10]=[C:9]([CH2:13][CH:14]([NH:28][C:29](=[O:50])[CH2:30][C:31]2([CH2:46][N+:47]([O-:49])=[O:48])[CH2:36][CH2:35][CH:34]([CH2:37][NH:38]C(OC(C)(C)C)=O)[CH2:33][CH2:32]2)[B:15]2OC3C(C)(C4CC(C3)C4(C)C)[O:16]2)[C:8]=1[O:51]C)(C)(C)C.B(Cl)(Cl)Cl.